From a dataset of Experimentally validated miRNA-target interactions with 360,000+ pairs, plus equal number of negative samples. Binary Classification. Given a miRNA mature sequence and a target amino acid sequence, predict their likelihood of interaction. (1) The miRNA is mmu-miR-378b with sequence CUGGACUUGGAGUCAGAAGA. The protein sequence of the target gene is MAGLRARGGPGPGLLALSALGFCLMLQVSAKRPPKTPPCPPSCSCTRDTAFCVDSKAVPRNLPSEVISLTLVNAAFSEIQDGAFSHLPLLQFLLLNSNKFTLIGDNAFTGLSHLQYLFIENNDIWALSKFTFRGLKSLTHLSLANNNLQTLPRDIFRPLDILNDLDLRGNSLNCDCKVKWLVEWLAHTNTTVAPIYCASPPRFQEHKVQDLPLREFDCITTDFVLYQTLAFPAVSAEPFLYSSDLYLALAQPGVSACTILKWDYVERQLRDYDRIPAPSAVHCKPMVVDSQLYVVVAQLF.... Result: 0 (no interaction). (2) The miRNA is hsa-miR-331-5p with sequence CUAGGUAUGGUCCCAGGGAUCC. The protein sequence of the target gene is MEKATVPAAAEGEGSPPAAAAVAAPPAAAAAEVGGGARPASSPRGMVRVCDLLLKKKPPQQQQQQQPPHHKAKRNRTCRPPSSSESSSDSDNSGGGGGGGGGGGGGTSSNNSEEEEDDDDEEEEVSEVESFILDQDDLENPMLETASKLLLSGTADGADLRTVDPETQARLEALLEAAGIGKLSTADGKAFADPEVLRRLTSSVSCALDEAAAALTRMRAESTANAGQSDNRSLAEACSEGDVNAVRKLLIEGRSVNEHTEEGESLLCLACSAGYYELAQVLLAMHANVEDRGIKGDITP.... Result: 0 (no interaction). (3) The miRNA is hsa-miR-644a with sequence AGUGUGGCUUUCUUAGAGC. The protein sequence of the target gene is MSEAPRFFVGPEDTEINPGNYRHFFHHADEDDEEEDDSPPERQIVVGICSMAKKSKSKPMKEILERISLFKYITVVVFEEEVILNEPVENWPLCDCLISFHSKGFPLDKAVAYAKLRNPFVINDLNMQYLIQDRREVYSILQAEGILLPRYAILNRDPNNPKECNLIEGEDHVEVNGEVFQKPFVEKPVSAEDHNVYIYYPTSAGGGSQRLFRKIGSRSSVYSPESNVRKTGSYIYEEFMPTDGTDVKVYTVGPDYAHAEARKSPALDGKVERDSEGKEVRYPVILNAREKLIAWKVCLA.... Result: 1 (interaction). (4) The miRNA is bta-miR-205 with sequence UCCUUCAUUCCACCGGAGUCUG. The protein sequence of the target gene is MGQVLPVFAHCKEAPSTASSTPDSTEGGNDDSDFRELHTAREFSEEDEEETTSQDWGTPRELTFSYIAFDGVVGSGGRRDSTARRPRPQGRSVSEPRDQHPQPSLGDSLESIPSLSQSPEPGRRGDPDTAPPSERPLEDLRLRLDHLGWVARGTGSGEDSSTSSSTPLEDEEPQEPNRLETGEAGEELDLRLRLAQPSSPEVLTPQLSPGSGTPQAGTPSPSRSRDSNSGPEEPLLEEEEKQWGPLEREPVRGQCLDSTDQLEFTVEPRLLGTAMEWLKTSLLLAVYKTVPILELSPPLW.... Result: 0 (no interaction).